Dataset: Catalyst prediction with 721,799 reactions and 888 catalyst types from USPTO. Task: Predict which catalyst facilitates the given reaction. (1) Reactant: [C:1]([NH:4][C:5]1[S:6][CH:7]=[C:8]([CH:10]=[N:11][C:12]2[CH:31]=[CH:30][C:15]([C:16]([NH:18][C:19]([NH:21][NH:22][C:23]([O:25][C:26]([CH3:29])([CH3:28])[CH3:27])=[O:24])=[O:20])=[O:17])=[CH:14][CH:13]=2)[N:9]=1)(=[O:3])[CH3:2].[BH4-].[Na+].C(O)(=O)C. Product: [C:1]([NH:4][C:5]1[S:6][CH:7]=[C:8]([CH2:10][NH:11][C:12]2[CH:13]=[CH:14][C:15]([C:16]([NH:18][C:19]([NH:21][NH:22][C:23]([O:25][C:26]([CH3:28])([CH3:27])[CH3:29])=[O:24])=[O:20])=[O:17])=[CH:30][CH:31]=2)[N:9]=1)(=[O:3])[CH3:2]. The catalyst class is: 83. (2) Product: [CH:28]1([NH:27][C:26]([C:25]2[N:21]([C:18]3[CH:17]=[CH:16][C:15]([O:14][CH:11]4[CH2:10][CH2:9][NH:8][CH2:13][CH2:12]4)=[CH:20][CH:19]=3)[N:22]=[C:23]([CH3:35])[CH:24]=2)=[O:34])[CH2:29][CH2:30][CH2:31][CH2:32][CH2:33]1. The catalyst class is: 2. Reactant: C(OC([N:8]1[CH2:13][CH2:12][CH:11]([O:14][C:15]2[CH:20]=[CH:19][C:18]([N:21]3[C:25]([C:26](=[O:34])[NH:27][CH:28]4[CH2:33][CH2:32][CH2:31][CH2:30][CH2:29]4)=[CH:24][C:23]([CH3:35])=[N:22]3)=[CH:17][CH:16]=2)[CH2:10][CH2:9]1)=O)(C)(C)C.FC(F)(F)C(O)=O. (3) Reactant: C(Cl)Cl.C(N(CC)CC)C.[CH3:11][C:12]([C:21]1C=CC(O)=CC=1)([C:14]1[CH:15]=[CH:16][C:17]([OH:20])=[CH:18][CH:19]=1)[CH3:13]. Product: [C:12]([C:14]1[CH:15]=[CH:16][C:17]([OH:20])=[CH:18][CH:19]=1)([CH3:21])([CH3:11])[CH3:13]. The catalyst class is: 74. (4) Reactant: [Cl:1][C:2]1[CH:10]=[CH:9][C:8]([C:11]2[N:12]([C:22]([O:24][C:25]([CH3:28])([CH3:27])[CH3:26])=[O:23])[C:13]3[C:18]([CH:19]=2)=[CH:17][C:16]([CH:20]=O)=[CH:15][CH:14]=3)=[C:7]2[C:3]=1[CH2:4][NH:5][C:6]2=[O:29].[NH2:30][CH:31]1[CH2:36][CH2:35][N:34](C(OC(C)(C)C)=O)[CH2:33][CH2:32]1.C(O)(=O)C.C(O[BH-](OC(=O)C)OC(=O)C)(=O)C.[Na+].C(=O)([O-])[O-].[Na+].[Na+]. Product: [Cl:1][C:2]1[CH:10]=[CH:9][C:8]([C:11]2[N:12]([C:22]([O:24][C:25]([CH3:28])([CH3:27])[CH3:26])=[O:23])[C:13]3[C:18]([CH:19]=2)=[CH:17][C:16]([CH2:20][NH:30][CH:31]2[CH2:36][CH2:35][NH:34][CH2:33][CH2:32]2)=[CH:15][CH:14]=3)=[C:7]2[C:3]=1[CH2:4][NH:5][C:6]2=[O:29]. The catalyst class is: 47.